This data is from Reaction yield outcomes from USPTO patents with 853,638 reactions. The task is: Predict the reaction yield, written as a fraction of the theoretical maximum amount of product (1.0 means a 100% yield; for example, 0.34 means a 34% yield). (1) The reactants are Cl[CH2:2][C:3]1[N:12]([C:13]2[CH:18]=[CH:17][CH:16]=[CH:15][C:14]=2[Cl:19])[C:11](=[O:20])[C:10]2[C:5](=[CH:6][CH:7]=[CH:8][C:9]=2[CH3:21])[N:4]=1.[N:22]1[C:30]([NH2:31])=[C:29]2[C:25]([N:26]=[CH:27][NH:28]2)=[N:24][CH:23]=1.C([O-])([O-])=O.[K+].[K+]. The catalyst is CN(C=O)C. The product is [NH2:31][C:30]1[N:22]=[CH:23][N:24]=[C:25]2[C:29]=1[N:28]=[CH:27][N:26]2[CH2:2][C:3]1[N:12]([C:13]2[CH:18]=[CH:17][CH:16]=[CH:15][C:14]=2[Cl:19])[C:11](=[O:20])[C:10]2[C:5](=[CH:6][CH:7]=[CH:8][C:9]=2[CH3:21])[N:4]=1. The yield is 0.280. (2) The catalyst is ClCCl. The product is [CH2:1]([C:3]1[C:4]([NH:25][CH2:26][C@@H:27]([C:40]([OH:42])=[O:41])[NH:28][S:29]([C:32]2[CH:33]=[CH:34][C:35]([O:38][CH3:39])=[CH:36][CH:37]=2)(=[O:30])=[O:31])=[N:5][CH:6]=[N:7][C:8]=1[N:9]1[CH2:14][CH2:13][CH:12]([C:15]2[N:24]=[C:23]3[C:18]([CH2:19][CH2:20][CH2:21][NH:22]3)=[CH:17][CH:16]=2)[CH2:11][CH2:10]1)[CH3:2]. The reactants are [CH2:1]([C:3]1[C:4]([NH:25][CH2:26][C@@H:27]([C:40]([O:42]C(C)(C)C)=[O:41])[NH:28][S:29]([C:32]2[CH:37]=[CH:36][C:35]([O:38][CH3:39])=[CH:34][CH:33]=2)(=[O:31])=[O:30])=[N:5][CH:6]=[N:7][C:8]=1[N:9]1[CH2:14][CH2:13][CH:12]([C:15]2[N:24]=[C:23]3[C:18]([CH2:19][CH2:20][CH2:21][NH:22]3)=[CH:17][CH:16]=2)[CH2:11][CH2:10]1)[CH3:2].FC(F)(F)C(O)=O.ClCCl.CO.O.C(O)(=O)C.C1(C)C=CC=CC=1. The yield is 0.850.